The task is: Predict the reactants needed to synthesize the given product.. This data is from Full USPTO retrosynthesis dataset with 1.9M reactions from patents (1976-2016). (1) Given the product [CH3:1][N:2]1[C:3]2[CH:8]=[CH:7][C:6]([N+:9]([O-:11])=[O:10])=[CH:5][C:4]=2[NH:12][C:20]1=[S:21], predict the reactants needed to synthesize it. The reactants are: [CH3:1][NH:2][C:3]1[C:4]([NH2:12])=[CH:5][C:6]([N+:9]([O-:11])=[O:10])=[CH:7][CH:8]=1.C(N(CC)CC)C.[C:20](Cl)(Cl)=[S:21]. (2) Given the product [ClH:1].[ClH:1].[Cl:1][C:2]1[CH:3]=[CH:4][C:5]([C@H:8]2[NH:9][CH2:10][CH2:11][N:12]([CH2:14][C:15]3[CH:16]=[CH:17][CH:18]=[CH:19][CH:20]=3)[CH2:13]2)=[CH:6][CH:7]=1, predict the reactants needed to synthesize it. The reactants are: [Cl:1][C:2]1[CH:7]=[CH:6][C:5]([C@@H:8]2[CH2:13][N:12]([CH2:14][C:15]3[CH:20]=[CH:19][CH:18]=[CH:17][CH:16]=3)[CH2:11][CH2:10][N:9]2CC=C)=[CH:4][CH:3]=1.C(O)C. (3) Given the product [NH2:1][C:2]1[S:3][C:4]([C:17]2[CH:22]=[CH:21][CH:20]=[C:19]([F:23])[CH:18]=2)=[C:5]([C:7]([N:9]2[C@H:14]([CH2:15][NH:16][C:33]([C:26]3[C:27]4[C:32](=[CH:31][CH:30]=[CH:29][CH:28]=4)[NH:24][CH:25]=3)=[O:34])[CH2:13][C@H:12]3[C@@H:10]2[CH2:11]3)=[O:8])[N:6]=1, predict the reactants needed to synthesize it. The reactants are: [NH2:1][C:2]1[S:3][C:4]([C:17]2[CH:22]=[CH:21][CH:20]=[C:19]([F:23])[CH:18]=2)=[C:5]([C:7]([N:9]2[C@H:14]([CH2:15][NH2:16])[CH2:13][C@H:12]3[C@@H:10]2[CH2:11]3)=[O:8])[N:6]=1.[NH:24]1[C:32]2[C:27](=[CH:28][CH:29]=[CH:30][CH:31]=2)[C:26]([C:33](O)=[O:34])=[CH:25]1. (4) Given the product [CH2:34]([N:20]([CH2:18][CH3:19])[CH2:21][CH2:22][NH:23][C:24]([C:26]1[C:30]([CH3:31])=[C:29]([CH:32]=[C:10]2[C:9]3[C:13](=[CH:14][CH:15]=[CH:16][C:8]=3[C:5]3[CH:4]=[CH:3][C:2]([Cl:1])=[CH:7][CH:6]=3)[NH:12][C:11]2=[O:17])[NH:28][CH:27]=1)=[O:25])[CH3:35], predict the reactants needed to synthesize it. The reactants are: [Cl:1][C:2]1[CH:7]=[CH:6][C:5]([C:8]2[CH:16]=[CH:15][CH:14]=[C:13]3[C:9]=2[CH2:10][C:11](=[O:17])[NH:12]3)=[CH:4][CH:3]=1.[CH2:18]([N:20]([CH2:34][CH3:35])[CH2:21][CH2:22][NH:23][C:24]([C:26]1[C:30]([CH3:31])=[C:29]([CH:32]=O)[NH:28][CH:27]=1)=[O:25])[CH3:19]. (5) Given the product [Na+:56].[CH3:44][C:43]1[C:38]([CH2:37][S:35]([C:27]2[N:26]([S:23]([C:19]3[CH:18]=[C:17]([CH:22]=[CH:21][CH:20]=3)[C:16]([O-:51])=[O:15])(=[O:25])=[O:24])[C:30]3[CH:31]=[CH:32][CH:33]=[CH:34][C:29]=3[N:28]=2)=[O:36])=[N:39][CH:40]=[CH:41][C:42]=1[O:45][CH2:46][C:47]([F:50])([F:48])[F:49], predict the reactants needed to synthesize it. The reactants are: [N+](C1C=C(S(CC[O:15][C:16](=[O:51])[C:17]2[CH:22]=[CH:21][CH:20]=[C:19]([S:23]([N:26]3[C:30]4[CH:31]=[CH:32][CH:33]=[CH:34][C:29]=4[N:28]=[C:27]3[S:35]([CH2:37][C:38]3[C:43]([CH3:44])=[C:42]([O:45][CH2:46][C:47]([F:50])([F:49])[F:48])[CH:41]=[CH:40][N:39]=3)=[O:36])(=[O:25])=[O:24])[CH:18]=2)(=O)=O)C=CC=1)([O-])=O.C([O-])(O)=O.[Na+:56]. (6) The reactants are: C(NC(C)C)(C)C.C([Li])CCC.[CH:13]1([CH:19]([CH3:25])[C:20]([O:22][CH2:23][CH3:24])=[O:21])[CH2:18][CH2:17][CH2:16][CH2:15][CH2:14]1.Br[CH2:27][C:28]#[N:29]. Given the product [C:28]([CH2:27][C:19]([CH:13]1[CH2:14][CH2:15][CH2:16][CH2:17][CH2:18]1)([CH3:25])[C:20]([O:22][CH2:23][CH3:24])=[O:21])#[N:29], predict the reactants needed to synthesize it. (7) Given the product [CH3:1][O:2][C:3](=[O:22])[C:4]([C:7]1[N:8]=[C:9]([NH:26][CH:23]([CH3:25])[CH3:24])[C:10]2[N:11]([C:13](=[O:20])[N:14]([C:16]([CH3:19])([CH3:18])[CH3:17])[N:15]=2)[CH:12]=1)([CH3:6])[CH3:5], predict the reactants needed to synthesize it. The reactants are: [CH3:1][O:2][C:3](=[O:22])[C:4]([C:7]1[N:8]=[C:9](Cl)[C:10]2[N:11]([C:13](=[O:20])[N:14]([C:16]([CH3:19])([CH3:18])[CH3:17])[N:15]=2)[CH:12]=1)([CH3:6])[CH3:5].[CH:23]([NH2:26])([CH3:25])[CH3:24].